Dataset: Catalyst prediction with 721,799 reactions and 888 catalyst types from USPTO. Task: Predict which catalyst facilitates the given reaction. (1) Reactant: [C:1]([Si:5]([CH3:20])([CH3:19])[O:6][CH2:7][CH2:8][O:9][CH2:10][CH2:11][O:12][CH2:13][CH2:14][O:15][CH2:16][CH2:17]O)([CH3:4])([CH3:3])[CH3:2].C(Br)(Br)(Br)[Br:22].N1C=CC=CC=1.C1(P(C2C=CC=CC=2)C2C=CC=CC=2)C=CC=CC=1. Product: [Br:22][CH2:17][CH2:16][O:15][CH2:14][CH2:13][O:12][CH2:11][CH2:10][O:9][CH2:8][CH2:7][O:6][Si:5]([C:1]([CH3:4])([CH3:3])[CH3:2])([CH3:20])[CH3:19]. The catalyst class is: 4. (2) Reactant: [Cl:1][C:2]1[CH:3]=[C:4]([C:9]2([C:22]([F:25])([F:24])[F:23])[O:13][N:12]=[C:11]([C:14]3[CH:15]=[CH:16][C:17]([CH3:21])=[C:18]([CH:20]=3)[NH2:19])[CH2:10]2)[CH:5]=[C:6]([Cl:8])[CH:7]=1.[C:26]([C:28]1[CH:36]=[CH:35][C:31]([C:32](O)=[O:33])=[CH:30][CH:29]=1)#[N:27].Cl.C(N(CC)CCCN=C=NCC)C.C(=O)([O-])O.[Na+]. Product: [Cl:1][C:2]1[CH:3]=[C:4]([C:9]2([C:22]([F:23])([F:25])[F:24])[O:13][N:12]=[C:11]([C:14]3[CH:15]=[CH:16][C:17]([CH3:21])=[C:18]([NH:19][C:32](=[O:33])[C:31]4[CH:35]=[CH:36][C:28]([C:26]#[N:27])=[CH:29][CH:30]=4)[CH:20]=3)[CH2:10]2)[CH:5]=[C:6]([Cl:8])[CH:7]=1. The catalyst class is: 9. (3) Reactant: P([O-])([O-])([O-])=O.CC1(C)N([O])C(C)(C)CCC1.[Br:17][C:18]1[C:19]([O:26][CH2:27][CH:28]2[CH2:30][CH2:29]2)=[CH:20][C:21]([CH2:24][OH:25])=[N:22][CH:23]=1.Cl[O-:32].[Na+].[OH-].[Na+].Cl. Product: [Br:17][C:18]1[C:19]([O:26][CH2:27][CH:28]2[CH2:30][CH2:29]2)=[CH:20][C:21]([C:24]([OH:32])=[O:25])=[N:22][CH:23]=1. The catalyst class is: 47. (4) Reactant: [N:1]([O-])=O.[Na+].[NH2:5][C:6]1[CH:11]=[CH:10][C:9]([N:12]2[CH:17]=[CH:16][C:15]3[O:18][C:19]([Br:21])=[CH:20][C:14]=3[C:13]2=[O:22])=[CH:8][C:7]=1[CH3:23]. Product: [Br:21][C:19]1[O:18][C:15]2[CH:16]=[CH:17][N:12]([C:9]3[CH:8]=[C:7]4[C:6](=[CH:11][CH:10]=3)[NH:5][N:1]=[CH:23]4)[C:13](=[O:22])[C:14]=2[CH:20]=1. The catalyst class is: 313. (5) Product: [Br:1][C:2]1[CH:7]=[C:6]([NH:9][CH:10]2[CH2:15][CH2:14][CH2:13][N:12]([C:16]([O:18][C:19]([CH3:22])([CH3:21])[CH3:20])=[O:17])[CH2:11]2)[CH:5]=[N:4][CH:3]=1. The catalyst class is: 817. Reactant: [Br:1][C:2]1[CH:3]=[N:4][CH:5]=[C:6](I)[CH:7]=1.[NH2:9][CH:10]1[CH2:15][CH2:14][CH2:13][N:12]([C:16]([O:18][C:19]([CH3:22])([CH3:21])[CH3:20])=[O:17])[CH2:11]1.C(=O)([O-])[O-].[Cs+].[Cs+].C(C1CCCCC1=O)(=O)C(C)C. (6) Reactant: O[CH2:2][C:3]1[C:8]([CH3:9])=[C:7]([O:10][CH2:11][CH2:12][CH2:13][O:14][CH3:15])[CH:6]=[CH:5][N:4]=1.S(Cl)([Cl:18])=O. Product: [Cl:18][CH2:2][C:3]1[C:8]([CH3:9])=[C:7]([O:10][CH2:11][CH2:12][CH2:13][O:14][CH3:15])[CH:6]=[CH:5][N:4]=1. The catalyst class is: 13. (7) Reactant: [NH2:1][C:2]1[CH:3]=[C:4]2[C:8](=[CH:9][C:10]=1[NH:11][CH3:12])[NH:7][C:6](=[O:13])[C:5]2([CH3:15])[CH3:14].[C:16]1(/[CH:22]=[CH:23]/[C:24]([OH:26])=O)[CH:21]=[CH:20][CH:19]=[CH:18][CH:17]=1.[CH3:27]N(C(ON1N=NC2C=CC=CC1=2)=[N+](C)C)C.[B-](F)(F)(F)F.CCN(CC)CC.C([O-])(O)=O.[Na+]. Product: [C:16]1(/[CH:22]=[CH:23]/[C:24]([NH:1][C:2]2[CH:3]=[C:4]3[C:8](=[CH:9][C:10]=2[NH:11][CH3:12])[N:7]([CH3:27])[C:6](=[O:13])[C:5]3([CH3:15])[CH3:14])=[O:26])[CH:21]=[CH:20][CH:19]=[CH:18][CH:17]=1. The catalyst class is: 9.